This data is from Forward reaction prediction with 1.9M reactions from USPTO patents (1976-2016). The task is: Predict the product of the given reaction. (1) Given the reactants Cl.[Cl:2][C:3]1[CH:18]=[CH:17][C:6]2[NH:7][C:8]3[CH:16]=[CH:15][CH:14]=[CH:13][C:9]=3[N:10]=[C:11]([NH2:12])[C:5]=2[CH:4]=1.[CH3:19][O:20][CH2:21][CH2:22][C@H:23]1[CH2:28]N[CH2:26][CH2:25][NH:24]1.C(N(CC)C(C)C)(C)C.CS(C)=O, predict the reaction product. The product is: [Cl:2][C:3]1[CH:18]=[CH:17][C:6]2[NH:7][C:8]3[CH:16]=[CH:15][CH:14]=[CH:13][C:9]=3[N:10]=[C:11]([N:12]3[CH2:26][CH2:25][NH:24][C@@H:23]([CH2:22][CH2:21][O:20][CH3:19])[CH2:28]3)[C:5]=2[CH:4]=1. (2) Given the reactants [C:1]([O:5][C:6]([NH:8][C:9]1([C:13]2[CH:18]=[CH:17][C:16]([C:19]3[N:23]4[C:24]5[CH:36]=[CH:35][CH:34]=[N:33][C:25]=5[NH:26][C:27]5[CH:32]=[CH:31][CH:30]=[CH:29][C:28]=5[C:22]4=[N:21][C:20]=3[CH2:37][C:38]([OH:40])=O)=[CH:15][CH:14]=2)[CH2:12][CH2:11][CH2:10]1)=[O:7])([CH3:4])([CH3:3])[CH3:2].[NH2:41][C:42]1[CH:47]=[CH:46][CH:45]=[CH:44][CH:43]=1.C(N=C=NCCCN(C)C)C.C(N(C(C)C)CC)(C)C, predict the reaction product. The product is: [O:40]=[C:38]([NH:41][C:42]1[CH:47]=[CH:46][CH:45]=[CH:44][CH:43]=1)[CH2:37][C:20]1[N:21]=[C:22]2[C:28]3[CH:29]=[CH:30][CH:31]=[CH:32][C:27]=3[NH:26][C:25]3[N:33]=[CH:34][CH:35]=[CH:36][C:24]=3[N:23]2[C:19]=1[C:16]1[CH:15]=[CH:14][C:13]([C:9]2([NH:8][C:6](=[O:7])[O:5][C:1]([CH3:4])([CH3:2])[CH3:3])[CH2:10][CH2:11][CH2:12]2)=[CH:18][CH:17]=1. (3) Given the reactants Cl[CH2:2][C:3]([NH:5][C:6]1[CH:11]=[C:10]([Cl:12])[CH:9]=[CH:8][C:7]=1[O:13][CH2:14][CH2:15][CH2:16][N:17]1[CH2:22][CH2:21][C:20]([CH2:24][C:25]2[CH:30]=[CH:29][C:28]([Cl:31])=[CH:27][CH:26]=2)([OH:23])[C:19]([CH3:33])([CH3:32])[CH2:18]1)=[O:4].[CH3:34][NH:35][CH3:36], predict the reaction product. The product is: [Cl:12][C:10]1[CH:9]=[CH:8][C:7]([O:13][CH2:14][CH2:15][CH2:16][N:17]2[CH2:22][CH2:21][C:20]([CH2:24][C:25]3[CH:30]=[CH:29][C:28]([Cl:31])=[CH:27][CH:26]=3)([OH:23])[C:19]([CH3:33])([CH3:32])[CH2:18]2)=[C:6]([NH:5][C:3](=[O:4])[CH2:2][N:35]([CH3:36])[CH3:34])[CH:11]=1. (4) The product is: [CH2:21]=[CH:22][CH:23]1[CH2:28][CH:27]2[O:29][CH:26]2[CH2:25][CH2:24]1.[CH2:9]([O:11][C:12]([SiH3:20])=[C:13]([O:14][CH2:15][CH3:16])[O:17][CH2:18][CH3:19])[CH3:10]. Given the reactants C(N1CCCC1=O)=C.[CH2:9]([O:11][C:12]([SiH3:20])=[C:13]([O:17][CH2:18][CH3:19])[O:14][CH2:15][CH3:16])[CH3:10].[CH2:21]=[CH:22][CH:23]1[CH2:28][CH:27]2[O:29][CH:26]2[CH2:25][CH2:24]1.C(OC=C)(=O)C, predict the reaction product. (5) Given the reactants [C:1]([O:5][C:6]([N:8]1[CH2:13][CH2:12][C:11]([C:17]2[CH:22]=[CH:21][N:20]=[C:19]([Cl:23])[CH:18]=2)(C(O)=O)[CH2:10][CH2:9]1)=[O:7])([CH3:4])([CH3:3])[CH3:2], predict the reaction product. The product is: [Cl:23][C:19]1[CH:18]=[C:17]([CH:11]2[CH2:12][CH2:13][N:8]([C:6]([O:5][C:1]([CH3:4])([CH3:3])[CH3:2])=[O:7])[CH2:9][CH2:10]2)[CH:22]=[CH:21][N:20]=1. (6) Given the reactants [Br:1][C:2]1[CH:7]=[CH:6][C:5]([C@H:8]([C:16]2[CH:21]=[CH:20][CH:19]=[CH:18][C:17]=2[CH3:22])[CH2:9][C:10](N(OC)C)=[O:11])=[CH:4][CH:3]=1.[CH3:23][C:24]1[CH:29]=[CH:28][CH:27]=[CH:26][N:25]=1, predict the reaction product. The product is: [Br:1][C:2]1[CH:3]=[CH:4][C:5]([C@H:8]([C:16]2[CH:21]=[CH:20][CH:19]=[CH:18][C:17]=2[CH3:22])[CH2:9][C:10](=[O:11])[CH2:23][C:24]2[CH:29]=[CH:28][CH:27]=[CH:26][N:25]=2)=[CH:6][CH:7]=1. (7) Given the reactants [N+:1]([C:4]1[CH:5]=[C:6]2[C:10](=[CH:11][CH:12]=1)[NH:9][N:8]=[CH:7]2)([O-:3])=[O:2].[H-].[Na+].[F:15][C:16]1[CH:21]=[C:20]([F:22])[CH:19]=[CH:18][C:17]=1[C:23]1([CH2:26][N:27]2[CH:31]=[N:30][CH:29]=[N:28]2)[CH2:25][O:24]1.O, predict the reaction product. The product is: [F:15][C:16]1[CH:21]=[C:20]([F:22])[CH:19]=[CH:18][C:17]=1[C:23]([OH:24])([CH2:26][N:27]1[CH:31]=[N:30][CH:29]=[N:28]1)[CH2:25][N:9]1[C:10]2[C:6](=[CH:5][C:4]([N+:1]([O-:3])=[O:2])=[CH:12][CH:11]=2)[CH:7]=[N:8]1. (8) The product is: [OH:1][CH2:2][C:3]1[CH:8]=[CH:7][C:6]([O:9][CH2:18][C:19]([O:21][CH2:22][CH3:23])=[O:20])=[C:5]([CH3:10])[CH:4]=1. Given the reactants [OH:1][CH2:2][C:3]1[CH:8]=[CH:7][C:6]([OH:9])=[C:5]([CH3:10])[CH:4]=1.C(=O)([O-])[O-].[Cs+].[Cs+].Br[CH2:18][C:19]([O:21][CH2:22][CH3:23])=[O:20], predict the reaction product. (9) Given the reactants O.C[O:3][C:4](=[O:34])[CH2:5][O:6][C:7]1[CH:15]=[C:14]2[CH:16]=[CH:17][CH:18]=[CH:19][C:13]2=[C:12]2[C:8]=1[C:9]([C:29](=[O:33])[C:30]([NH2:32])=[O:31])=[C:10]([CH2:27][CH3:28])[N:11]2[CH2:20][C:21]1[CH:26]=[CH:25][CH:24]=[CH:23][CH:22]=1.[NH2:32][C:30](=[O:31])[C:29]([C:9]1[C:8]2[C:12](=[C:13]3[CH:19]=[CH:18][CH:17]=[CH:16][C:14]3=[CH:15][C:7]=2[O:6][CH2:5][C:4]([O:3]C)=[O:34])[N:11]([CH2:20][C:21]2[CH:22]=[CH:23][CH:24]=[CH:25][CH:26]=2)[C:10]=1[CH2:27][CH3:28])=[O:33], predict the reaction product. The product is: [NH2:32][C:30](=[O:31])[C:29]([C:9]1[C:8]2[C:12](=[C:13]3[CH:19]=[CH:18][CH:17]=[CH:16][C:14]3=[CH:15][C:7]=2[O:6][CH2:5][C:4]([OH:34])=[O:3])[N:11]([CH2:20][C:21]2[CH:26]=[CH:25][CH:24]=[CH:23][CH:22]=2)[C:10]=1[CH2:27][CH3:28])=[O:33]. (10) Given the reactants [F:1][CH:2]([F:22])[O:3][C:4]1[C:9]2[O:10][C:11]3[CH:16]=[CH:15][C:14]([N+:17]([O-:19])=[O:18])=[CH:13][C:12]=3[C:8]=2[C:7]([CH:20]=[O:21])=[CH:6][CH:5]=1.S(=O)(=O)([OH:25])N.Cl([O-])=O.[Na+], predict the reaction product. The product is: [F:22][CH:2]([F:1])[O:3][C:4]1[C:9]2[O:10][C:11]3[CH:16]=[CH:15][C:14]([N+:17]([O-:19])=[O:18])=[CH:13][C:12]=3[C:8]=2[C:7]([C:20]([OH:25])=[O:21])=[CH:6][CH:5]=1.